This data is from Full USPTO retrosynthesis dataset with 1.9M reactions from patents (1976-2016). The task is: Predict the reactants needed to synthesize the given product. (1) Given the product [Cl:58][C:42]1[N:43]=[C:44]([C@@H:46]2[CH2:50][CH2:49][CH2:48][NH:47]2)[NH:45][C:41]=1[C:38]1[CH:37]=[CH:36][C:35]([C:30]2[CH:29]=[CH:28][C:27]3[C:32](=[CH:33][CH:34]=[C:25]([C:22]4[NH:21][C:20]([C@@H:16]5[CH2:17][CH2:18][CH2:19][NH:15]5)=[N:24][CH:23]=4)[CH:26]=3)[CH:31]=2)=[CH:40][CH:39]=1, predict the reactants needed to synthesize it. The reactants are: C(O)(C(F)(F)F)=O.C(OC([N:15]1[CH2:19][CH2:18][CH2:17][C@H:16]1[C:20]1[NH:21][C:22]([C:25]2[CH:26]=[C:27]3[C:32](=[CH:33][CH:34]=2)[CH:31]=[C:30]([C:35]2[CH:40]=[CH:39][C:38]([C:41]4[NH:45][C:44]([C@@H:46]5[CH2:50][CH2:49][CH2:48][N:47]5C(OC(C)(C)C)=O)=[N:43][C:42]=4[Cl:58])=[CH:37][CH:36]=2)[CH:29]=[CH:28]3)=[CH:23][N:24]=1)=O)(C)(C)C. (2) The reactants are: [Cl:1][C:2]1[C:7]([N:8]2[CH2:13][CH2:12][CH:11]([C:14]3[CH:19]=[CH:18][CH:17]=[C:16]([F:20])[CH:15]=3)[CH2:10][CH2:9]2)=[CH:6][N:5]=[N:4][C:3]=1[NH:21][NH:22][C:23](=O)[CH2:24][CH:25]1[CH2:27][CH2:26]1.P(Cl)(Cl)(Cl)=O. Given the product [Cl:1][C:2]1[C:3]2[N:4]([C:23]([CH2:24][CH:25]3[CH2:27][CH2:26]3)=[N:22][N:21]=2)[N:5]=[CH:6][C:7]=1[N:8]1[CH2:13][CH2:12][CH:11]([C:14]2[CH:19]=[CH:18][CH:17]=[C:16]([F:20])[CH:15]=2)[CH2:10][CH2:9]1, predict the reactants needed to synthesize it. (3) The reactants are: Cl[C:2]1[C:11]([CH:12]=[O:13])=[CH:10][C:9]2[C:4](=[CH:5][CH:6]=[CH:7][CH:8]=2)[N:3]=1.[CH2:14]([O:21][CH2:22][N:23]1[N:27]=[N:26][C:25]([Sn](CCCC)(CCCC)CCCC)=[N:24]1)[C:15]1[CH:20]=[CH:19][CH:18]=[CH:17][CH:16]=1.[F-].[K+]. Given the product [CH2:14]([O:21][CH2:22][N:23]1[N:27]=[N:26][C:25]([C:11]2([CH:12]=[O:13])[CH:10]=[C:9]3[C:4]([CH:5]=[CH:6][CH:7]=[CH:8]3)=[N:3][CH2:2]2)=[N:24]1)[C:15]1[CH:16]=[CH:17][CH:18]=[CH:19][CH:20]=1, predict the reactants needed to synthesize it. (4) Given the product [Cl:1][C:2]1[CH:3]=[CH:4][C:5]([C:8]([C:10]2[N:18]3[C:13]([CH:14]=[C:15]([O:19][CH2:43][C:41]4[CH:40]=[CH:39][CH:38]=[C:37]([O:36][CH3:35])[N:42]=4)[CH:16]=[CH:17]3)=[C:12]([C:20](=[O:25])[C:21]([CH3:23])([CH3:24])[CH3:22])[C:11]=2[CH2:26][C:27]([CH3:33])([CH3:34])[C:28]([O:30][CH2:31][CH3:32])=[O:29])=[O:9])=[CH:6][CH:7]=1, predict the reactants needed to synthesize it. The reactants are: [Cl:1][C:2]1[CH:7]=[CH:6][C:5]([C:8]([C:10]2[N:18]3[C:13]([CH:14]=[C:15]([OH:19])[CH:16]=[CH:17]3)=[C:12]([C:20](=[O:25])[C:21]([CH3:24])([CH3:23])[CH3:22])[C:11]=2[CH2:26][C:27]([CH3:34])([CH3:33])[C:28]([O:30][CH2:31][CH3:32])=[O:29])=[O:9])=[CH:4][CH:3]=1.[CH3:35][O:36][C:37]1[N:42]=[C:41]([CH2:43]O)[CH:40]=[CH:39][CH:38]=1.C1(P(C2C=CC=CC=2)C2C=CC=CC=2)C=CC=CC=1.CC(OC(/N=N/C(OC(C)C)=O)=O)C.